Predict the reactants needed to synthesize the given product. From a dataset of Full USPTO retrosynthesis dataset with 1.9M reactions from patents (1976-2016). (1) Given the product [CH2:13]([O:15][C:16]([CH:18]1[CH2:19][CH2:20][C:21]2([O:12][N:11]=[C:10]([C:2]3[CH:7]=[CH:6][CH:5]=[C:4]([O:8][CH3:9])[CH:3]=3)[CH2:24]2)[CH2:22][CH2:23]1)=[O:17])[CH3:14], predict the reactants needed to synthesize it. The reactants are: Cl[C:2]1([CH:10]=[N:11][OH:12])[CH:7]=[CH:6][CH:5]=[C:4]([O:8][CH3:9])[CH2:3]1.[CH2:13]([O:15][C:16]([CH:18]1[CH2:23][CH2:22][C:21](=[CH2:24])[CH2:20][CH2:19]1)=[O:17])[CH3:14].C(N(CC)CC)C. (2) Given the product [Br:40][CH:41]1[CH2:45][CH2:46][N:27]([C@H:24]2[CH2:23][CH2:22][C@H:21]([NH:20][C:10]3[CH:9]=[C:8]([N:7]4[C:6]5[CH:28]=[CH:29][CH:30]=[CH:31][C:5]=5[N:4]=[C:3]4[CH:2]([F:1])[F:32])[N:13]=[C:12]([N:14]4[CH2:15][CH2:16][O:17][CH2:18][CH2:19]4)[N:11]=3)[CH2:26][CH2:25]2)[C:42]1=[O:43], predict the reactants needed to synthesize it. The reactants are: [F:1][CH:2]([F:32])[C:3]1[N:7]([C:8]2[N:13]=[C:12]([N:14]3[CH2:19][CH2:18][O:17][CH2:16][CH2:15]3)[N:11]=[C:10]([NH:20][C@H:21]3[CH2:26][CH2:25][C@H:24]([NH2:27])[CH2:23][CH2:22]3)[CH:9]=2)[C:6]2[CH:28]=[CH:29][CH:30]=[CH:31][C:5]=2[N:4]=1.C(N(CC)CC)C.[Br:40][CH:41]([CH2:45][CH2:46]Br)[C:42](Cl)=[O:43].CC(C)([O-])C.[K+]. (3) Given the product [CH3:1][C:2]1[N:3]=[C:4]([NH2:19])[S:5][C:6]=1[C:7]1[N:8]=[C:9]([NH:12][C:13]2[CH:14]=[N:15][CH:16]=[CH:17][CH:18]=2)[S:10][CH:11]=1, predict the reactants needed to synthesize it. The reactants are: [CH3:1][C:2]1[N:3]=[C:4]([NH:19]C(=O)C)[S:5][C:6]=1[C:7]1[N:8]=[C:9]([NH:12][C:13]2[CH:14]=[N:15][CH:16]=[CH:17][CH:18]=2)[S:10][CH:11]=1.Cl.C([O-])(O)=O.[Na+]. (4) The reactants are: FC(F)(F)C([NH:5][CH2:6][C:7]1[CH:12]=[CH:11][C:10]([F:13])=[C:9]([CH:14]2[CH2:19][CH2:18][N:17]([C:20]([C:22]3[C:30]4[C:25](=[C:26]([Cl:31])[CH:27]=[CH:28][CH:29]=4)[N:24]([CH2:32][CH2:33][O:34][C:35]([F:38])([F:37])[F:36])[CH:23]=3)=[O:21])[CH2:16][CH2:15]2)[CH:8]=1)=O.C([O-])([O-])=O.[K+].[K+]. Given the product [ClH:31].[NH2:5][CH2:6][C:7]1[CH:12]=[CH:11][C:10]([F:13])=[C:9]([CH:14]2[CH2:19][CH2:18][N:17]([C:20]([C:22]3[C:30]4[C:25](=[C:26]([Cl:31])[CH:27]=[CH:28][CH:29]=4)[N:24]([CH2:32][CH2:33][O:34][C:35]([F:38])([F:36])[F:37])[CH:23]=3)=[O:21])[CH2:16][CH2:15]2)[CH:8]=1, predict the reactants needed to synthesize it. (5) Given the product [Cl:97][C:20]1[CH:21]=[C:22]([N:30]([C@H:31]2[CH2:32][CH2:33][C@H:54]([N:56]([CH3:59])[CH3:57])[CH2:35][CH2:36]2)[CH2:37][CH3:38])[C:23]([CH3:29])=[C:24]([CH:28]=1)[C:25]([NH:53][CH2:52][C:51]1[C:41]([O:40][CH3:39])=[N:42][N:43]2[C:48]([CH3:49])=[CH:47][C:46]([CH3:50])=[N:45][C:44]=12)=[O:27], predict the reactants needed to synthesize it. The reactants are: C(OC(N1CCN(C2N=CC([C:20]3[CH:21]=[C:22]([N:30]([CH2:37][CH3:38])[CH:31]4[CH2:36][CH2:35]O[CH2:33][CH2:32]4)[C:23]([CH3:29])=[C:24]([CH:28]=3)[C:25]([OH:27])=O)=CC=2)CC1)=O)(C)(C)C.[CH3:39][O:40][C:41]1[C:51]([CH2:52][NH2:53])=[C:44]2[N:45]=[C:46]([CH3:50])[CH:47]=[C:48]([CH3:49])[N:43]2[N:42]=1.[CH2:54]([N:56]([CH2:59]C)[CH2:57]C)C.C1CN([P+](ON2N=NC3C=CC=CC2=3)(N2CCCC2)N2CCCC2)CC1.F[P-](F)(F)(F)(F)F.CO.C(Cl)[Cl:97].